Dataset: Full USPTO retrosynthesis dataset with 1.9M reactions from patents (1976-2016). Task: Predict the reactants needed to synthesize the given product. (1) Given the product [NH2:26][C:27]1[N:32]=[C:31]([N:15]2[C:16]3[CH:17]=[CH:18][CH:19]=[C:11]([C:9]([NH:8][CH2:7][C:2]4[CH:3]=[CH:4][CH:5]=[CH:6][C:1]=4[C:20]4[CH:25]=[CH:24][CH:23]=[CH:22][CH:21]=4)=[O:10])[C:12]=3[CH:13]=[CH:14]2)[CH:30]=[CH:29][N:28]=1, predict the reactants needed to synthesize it. The reactants are: [C:1]1([C:20]2[CH:25]=[CH:24][CH:23]=[CH:22][CH:21]=2)[CH:6]=[CH:5][CH:4]=[CH:3][C:2]=1[CH2:7][NH:8][C:9]([C:11]1[C:12]2[CH:13]=[CH:14][NH:15][C:16]=2[CH:17]=[CH:18][CH:19]=1)=[O:10].[NH2:26][C:27]1[N:32]=[C:31](Cl)[CH:30]=[CH:29][N:28]=1.NC1N=C(N2C3C(=C(NC(=O)CC4C=CC=C(OC)C=4)C=CC=3)C=C2)C=CN=1. (2) Given the product [C:1]([O:5][C:6]([NH:8][C@@H:9]([CH2:14][CH2:15][O:16][C@@H:17]([C@@H:26]([CH2:30][C:31]1[CH:36]=[CH:35][C:34]([F:37])=[CH:33][CH:32]=1)[C@@H:27]([OH:29])[CH3:28])[CH2:18][CH2:19][C:20]1[CH:21]=[CH:22][CH:23]=[CH:24][CH:25]=1)[C:10]([OH:12])=[O:11])=[O:7])([CH3:2])([CH3:3])[CH3:4], predict the reactants needed to synthesize it. The reactants are: [C:1]([O:5][C:6]([NH:8][C@@H:9]([CH2:14][CH2:15][O:16][C@@H:17]([C@@H:26]([CH2:30][C:31]1[CH:36]=[CH:35][C:34]([F:37])=[CH:33][CH:32]=1)[C@@H:27]([OH:29])[CH3:28])[CH2:18][CH2:19][C:20]1[CH:25]=[CH:24][CH:23]=[CH:22][CH:21]=1)[C:10]([O:12]C)=[O:11])=[O:7])([CH3:4])([CH3:3])[CH3:2].O[Li].O. (3) Given the product [CH2:12]([O:11][P:9]([O:19][CH2:20][O:21][C:22](=[O:39])[N:23]([C:24](=[O:35])[C:25]1[CH:30]=[CH:29][C:28]([CH3:31])=[C:27]([NH2:32])[CH:26]=1)[CH:36]1[CH2:38][CH2:37]1)([O:8][CH2:1][C:2]1[CH:3]=[CH:4][CH:5]=[CH:6][CH:7]=1)=[O:10])[C:13]1[CH:14]=[CH:15][CH:16]=[CH:17][CH:18]=1, predict the reactants needed to synthesize it. The reactants are: [CH2:1]([O:8][P:9]([O:19][CH2:20][O:21][C:22](=[O:39])[N:23]([CH:36]1[CH2:38][CH2:37]1)[C:24](=[O:35])[C:25]1[CH:30]=[CH:29][C:28]([CH3:31])=[C:27]([N+:32]([O-])=O)[CH:26]=1)([O:11][CH2:12][C:13]1[CH:18]=[CH:17][CH:16]=[CH:15][CH:14]=1)=[O:10])[C:2]1[CH:7]=[CH:6][CH:5]=[CH:4][CH:3]=1.[Cl-].[NH4+]. (4) Given the product [CH3:15][O:16][C:17](=[O:36])[CH2:18][C:19]1[CH:20]=[C:21]([C:2]2[CH:7]=[CH:6][C:5]([C:8]([F:11])([F:10])[F:9])=[CH:4][C:3]=2[C:12](=[O:14])[CH3:13])[C:22]([O:25][CH3:26])=[CH:23][CH:24]=1, predict the reactants needed to synthesize it. The reactants are: Br[C:2]1[CH:7]=[CH:6][C:5]([C:8]([F:11])([F:10])[F:9])=[CH:4][C:3]=1[C:12](=[O:14])[CH3:13].[CH3:15][O:16][C:17](=[O:36])[CH2:18][C:19]1[CH:24]=[CH:23][C:22]([O:25][CH3:26])=[C:21](B2OC(C)(C)C(C)(C)O2)[CH:20]=1. (5) The reactants are: [F:1][C:2]([F:14])([F:13])[C:3]1[CH:8]=[CH:7][C:6]([S:9](Cl)(=[O:11])=[O:10])=[CH:5][CH:4]=1.[CH2:15]([NH2:22])[C:16]1[CH:21]=[CH:20][CH:19]=[CH:18][CH:17]=1.ClC1C=CC(S(N[C@H]2CC[C@H](C(OC)=O)CC2)(=O)=O)=CC=1[N+]([O-])=O. Given the product [CH2:15]([NH:22][S:9]([C:6]1[CH:7]=[CH:8][C:3]([C:2]([F:14])([F:13])[F:1])=[CH:4][CH:5]=1)(=[O:11])=[O:10])[C:16]1[CH:21]=[CH:20][CH:19]=[CH:18][CH:17]=1, predict the reactants needed to synthesize it. (6) Given the product [ClH:35].[NH2:5][CH2:6][C:7](=[C:9]1[CH2:14][CH2:13][CH2:12][N:11]([C:15]2[C:24]([O:25][CH3:26])=[C:23]3[C:18]([C:19](=[O:33])[C:20]([C:30]([OH:32])=[O:31])=[CH:21][N:22]3[CH:27]3[CH2:29][CH2:28]3)=[CH:17][C:16]=2[F:34])[CH2:10]1)[F:8], predict the reactants needed to synthesize it. The reactants are: CC(O)C.[NH2:5][CH2:6][C:7](=[C:9]1[CH2:14][CH2:13][CH2:12][N:11]([C:15]2[C:24]([O:25][CH3:26])=[C:23]3[C:18]([C:19](=[O:33])[C:20]([C:30]([OH:32])=[O:31])=[CH:21][N:22]3[CH:27]3[CH2:29][CH2:28]3)=[CH:17][C:16]=2[F:34])[CH2:10]1)[F:8].[ClH:35]. (7) Given the product [CH:7]([C:4]1[O:5][C:6]([B:19]([OH:24])[OH:20])=[CH:2][CH:3]=1)=[O:11], predict the reactants needed to synthesize it. The reactants are: Br[C:2]1[CH:3]=[C:4]([CH:7]([O:11]CC)OCC)[O:5][CH:6]=1.C([Li])(CC)C.[B:19](OC(C)C)([O:24]C(C)C)[O:20]C(C)C.Cl.